The task is: Predict the reactants needed to synthesize the given product.. This data is from Full USPTO retrosynthesis dataset with 1.9M reactions from patents (1976-2016). (1) The reactants are: [H-].[Na+].[I:3][C:4]1[C:12]2[C:7](=[CH:8][CH:9]=[CH:10][CH:11]=2)[NH:6][N:5]=1.Cl[C:14]1[N:22]=[C:21]2[C:17]([N:18]=[C:19]([CH2:24][N:25]3[CH2:30][CH2:29][CH:28]([C:31]([OH:34])([CH3:33])[CH3:32])[CH2:27][CH2:26]3)[N:20]2[CH3:23])=[C:16]([N:35]2[CH2:40][CH2:39][O:38][CH2:37][CH2:36]2)[N:15]=1. Given the product [I:3][C:4]1[C:12]2[C:7](=[CH:8][CH:9]=[CH:10][CH:11]=2)[N:6]([C:14]2[N:22]=[C:21]3[C:17]([N:18]=[C:19]([CH2:24][N:25]4[CH2:30][CH2:29][CH:28]([C:31]([OH:34])([CH3:33])[CH3:32])[CH2:27][CH2:26]4)[N:20]3[CH3:23])=[C:16]([N:35]3[CH2:36][CH2:37][O:38][CH2:39][CH2:40]3)[N:15]=2)[N:5]=1, predict the reactants needed to synthesize it. (2) Given the product [Br:10][C:11]1[CH:16]=[CH:15][CH:14]=[CH:13][C:12]=1[C:17]1[C:18](=[O:20])[C:7]2[C:5](=[CH:4][C:3]([OH:9])=[C:2]([Cl:1])[CH:8]=2)[O:6][CH:27]=1, predict the reactants needed to synthesize it. The reactants are: [Cl:1][C:2]1[CH:8]=[CH:7][C:5]([OH:6])=[CH:4][C:3]=1[OH:9].[Br:10][C:11]1[CH:16]=[CH:15][CH:14]=[CH:13][C:12]=1[CH2:17][C:18]([OH:20])=O.P(Cl)(Cl)(Cl)(Cl)Cl.[CH3:27]N(C=O)C. (3) Given the product [CH:1]([O:4][C:5]1[CH:13]=[CH:12][C:11]([S:14]([CH3:17])(=[O:16])=[O:15])=[CH:10][C:6]=1[C:7]([NH2:18])=[O:8])([CH3:3])[CH3:2], predict the reactants needed to synthesize it. The reactants are: [CH:1]([O:4][C:5]1[CH:13]=[CH:12][C:11]([S:14]([CH3:17])(=[O:16])=[O:15])=[CH:10][C:6]=1[C:7](O)=[O:8])([CH3:3])[CH3:2].[NH4+:18]. (4) Given the product [CH2:1]([O:8][C:9]1[CH:10]=[C:11]2[C:16](=[CH:17][CH:18]=1)[CH2:15][CH:14]([CH:19]([O:25][Si:26]([C:29]([CH3:32])([CH3:31])[CH3:30])([CH3:27])[CH3:28])[C:20]1[O:21][C:22]([I:38])=[CH:23][N:24]=1)[CH2:13][CH2:12]2)[C:2]1[CH:7]=[CH:6][CH:5]=[CH:4][CH:3]=1, predict the reactants needed to synthesize it. The reactants are: [CH2:1]([O:8][C:9]1[CH:10]=[C:11]2[C:16](=[CH:17][CH:18]=1)[CH2:15][CH:14]([CH:19]([O:25][Si:26]([C:29]([CH3:32])([CH3:31])[CH3:30])([CH3:28])[CH3:27])[C:20]1[O:21][CH:22]=[CH:23][N:24]=1)[CH2:13][CH2:12]2)[C:2]1[CH:7]=[CH:6][CH:5]=[CH:4][CH:3]=1.[Li]CCCC.[I:38]I. (5) The reactants are: Br[C:2]1[CH:3]=[CH:4][C:5]([O:8][C:9]2[CH:14]=[CH:13][C:12]([F:15])=[C:11]([F:16])[CH:10]=2)=[N:6][CH:7]=1.C([Mg]Cl)(C)C.[I:22]I.[NH4+].[Cl-]. Given the product [F:16][C:11]1[CH:10]=[C:9]([CH:14]=[CH:13][C:12]=1[F:15])[O:8][C:5]1[CH:4]=[CH:3][C:2]([I:22])=[CH:7][N:6]=1, predict the reactants needed to synthesize it. (6) Given the product [CH2:1]([O:3][C:4]([C@H:6]1[C@@H:11]([C:12]2[CH:13]=[CH:14][C:15]([C:18]3[CH:19]=[CH:20][CH:21]=[CH:22][CH:23]=3)=[CH:16][CH:17]=2)[CH2:10][CH2:9][NH:8][CH2:7]1)=[O:5])[CH3:2], predict the reactants needed to synthesize it. The reactants are: [CH2:1]([O:3][C:4]([C:6]1[CH2:7][N:8](CC2C=CC=CC=2)[CH2:9][CH2:10][C:11]=1[C:12]1[CH:17]=[CH:16][C:15]([C:18]2[CH:23]=[CH:22][CH:21]=[CH:20][CH:19]=2)=[CH:14][CH:13]=1)=[O:5])[CH3:2].C(O)(=O)C.[H][H].